Dataset: Reaction yield outcomes from USPTO patents with 853,638 reactions. Task: Predict the reaction yield, written as a fraction of the theoretical maximum amount of product (1.0 means a 100% yield; for example, 0.34 means a 34% yield). (1) The reactants are [N:1]1[CH:6]=[CH:5][CH:4]=[C:3]([CH:7]=[C:8]2[C:13](=[O:14])[CH:12]3[CH2:15][CH2:16][N:9]2[CH2:10][CH2:11]3)[CH:2]=1.C[O-].[Na+].[N+:20]([CH3:23])([O-:22])=[O:21].Cl. The catalyst is CO. The product is [N:1]1[CH:6]=[CH:5][CH:4]=[C:3]([CH:7]([CH:8]2[C:13](=[O:14])[CH:12]3[CH2:11][CH2:10][N:9]2[CH2:16][CH2:15]3)[CH2:23][N+:20]([O-:22])=[O:21])[CH:2]=1. The yield is 0.640. (2) The reactants are [F:1][C:2]([F:21])([F:20])[C:3]1[C:11]([C:12]#[N:13])=[CH:10][CH:9]=[C:8]2[C:4]=1[CH:5]=[C:6]([CH2:14][CH2:15][C:16]([F:19])([F:18])[F:17])[NH:7]2.C([O-])([O-])=O.[Cs+].[Cs+].Cl[CH2:29][C:30]1[N:34]=[C:33]([C:35]2[CH:40]=[CH:39][CH:38]=[C:37]([C:41]([F:44])([F:43])[F:42])[CH:36]=2)[O:32][N:31]=1. The catalyst is C(#N)C. The product is [F:21][C:2]([F:1])([F:20])[C:3]1[C:11]([C:12]#[N:13])=[CH:10][CH:9]=[C:8]2[C:4]=1[CH:5]=[C:6]([CH2:14][CH2:15][C:16]([F:19])([F:18])[F:17])[N:7]2[CH2:29][C:30]1[N:34]=[C:33]([C:35]2[CH:40]=[CH:39][CH:38]=[C:37]([C:41]([F:44])([F:42])[F:43])[CH:36]=2)[O:32][N:31]=1. The yield is 0.240. (3) The reactants are [H-].[Na+].[CH:3]([C:6]1([OH:10])[CH2:9][O:8][CH2:7]1)([CH3:5])[CH3:4].[N:11]1[CH:16]=[CH:15][CH:14]=[CH:13][C:12]=1[O:17][C:18](=O)[O:19]C1C=CC=CN=1. The catalyst is C1COCC1.CCOC(C)=O. The product is [C:18](=[O:19])([O:17][C:12]1[CH:13]=[CH:14][CH:15]=[CH:16][N:11]=1)[O:10][C:6]1([CH:3]([CH3:5])[CH3:4])[CH2:9][O:8][CH2:7]1. The yield is 0.202. (4) The reactants are [Cl:1][C:2]1[CH:7]=[C:6]([Cl:8])[CH:5]=[CH:4][C:3]=1[NH:9][C:10]1[N:14]([CH2:15][CH:16]([OH:20])[CH2:17][CH2:18]O)[C:13]2[C:21]([N:25]([CH2:28][CH3:29])[CH2:26][CH3:27])=[CH:22][CH:23]=[CH:24][C:12]=2[N:11]=1.CS(Cl)(=O)=O.C(=O)([O-])[O-].[K+].[K+]. The catalyst is N1C=CC=CC=1.C(=O)([O-])O.[Na+].C(OCC)(=O)C. The product is [Cl:1][C:2]1[CH:7]=[C:6]([Cl:8])[CH:5]=[CH:4][C:3]=1[N:9]1[C:10]2=[N:11][C:12]3[CH:24]=[CH:23][CH:22]=[C:21]([N:25]([CH2:28][CH3:29])[CH2:26][CH3:27])[C:13]=3[N:14]2[CH2:15][CH:16]([OH:20])[CH2:17][CH2:18]1. The yield is 0.650.